Task: Regression. Given a peptide amino acid sequence and an MHC pseudo amino acid sequence, predict their binding affinity value. This is MHC class II binding data.. Dataset: Peptide-MHC class II binding affinity with 134,281 pairs from IEDB (1) The peptide sequence is DIIEGPVKNVAVPLY. The MHC is DRB1_1201 with pseudo-sequence DRB1_1201. The binding affinity (normalized) is 0.581. (2) The peptide sequence is NKTKNKTNWKQTWTF. The MHC is HLA-DQA10501-DQB10302 with pseudo-sequence HLA-DQA10501-DQB10302. The binding affinity (normalized) is 0. (3) The peptide sequence is EKKYFEATQFEPLAA. The MHC is DRB1_1001 with pseudo-sequence DRB1_1001. The binding affinity (normalized) is 0.593. (4) The binding affinity (normalized) is 0.510. The MHC is HLA-DQA10501-DQB10402 with pseudo-sequence HLA-DQA10501-DQB10402. The peptide sequence is SHLVRSWVTAGEIHA. (5) The peptide sequence is EFENFMKAGAHPIMH. The MHC is DRB1_0101 with pseudo-sequence DRB1_0101. The binding affinity (normalized) is 1.00. (6) The peptide sequence is GEFQIVDKIDAAFKI. The MHC is DRB1_1101 with pseudo-sequence DRB1_1101. The binding affinity (normalized) is 0.722.